Dataset: Full USPTO retrosynthesis dataset with 1.9M reactions from patents (1976-2016). Task: Predict the reactants needed to synthesize the given product. (1) Given the product [Cl:1][C:2]1[CH:3]=[C:4]([CH:5]([OH:6])[C:12]([F:14])([F:13])[F:11])[CH:7]=[C:8]([Cl:10])[CH:9]=1, predict the reactants needed to synthesize it. The reactants are: [Cl:1][C:2]1[CH:3]=[C:4]([CH:7]=[C:8]([Cl:10])[CH:9]=1)[CH:5]=[O:6].[F:11][C:12]([Si](C)(C)C)([F:14])[F:13].CCCC[N+](CCCC)(CCCC)CCCC.[F-]. (2) The reactants are: [CH3:1][O:2][C:3]1[C:24]([O:25][CH3:26])=[CH:23][C:6]2[N:7]([CH2:10][C:11]3[CH:22]=[CH:21][C:14]4[N:15]=[C:16](S(C)=O)[O:17][C:13]=4[CH:12]=3)[CH:8]=[N:9][C:5]=2[CH:4]=1.[CH:27]1([CH2:33][NH2:34])[CH2:32][CH2:31][CH2:30][CH2:29][CH2:28]1.CCN(C(C)C)C(C)C. Given the product [CH:27]1([CH2:33][NH:34][C:16]2[O:17][C:13]3[CH:12]=[C:11]([CH2:10][N:7]4[C:6]5[CH:23]=[C:24]([O:25][CH3:26])[C:3]([O:2][CH3:1])=[CH:4][C:5]=5[N:9]=[CH:8]4)[CH:22]=[CH:21][C:14]=3[N:15]=2)[CH2:32][CH2:31][CH2:30][CH2:29][CH2:28]1, predict the reactants needed to synthesize it.